This data is from Reaction yield outcomes from USPTO patents with 853,638 reactions. The task is: Predict the reaction yield, written as a fraction of the theoretical maximum amount of product (1.0 means a 100% yield; for example, 0.34 means a 34% yield). (1) The reactants are [CH:1]1([C:4]2[CH:38]=[CH:37][CH:36]=[C:35]([F:39])[C:5]=2[CH2:6][N:7]2[C:12]3[N:13]=[C:14]([NH:17][C:18]4[CH:23]=[CH:22][C:21]([N:24]5[CH2:29][CH2:28][N:27]([CH3:30])[CH2:26][CH2:25]5)=[CH:20][CH:19]=4)[N:15]=[CH:16][C:11]=3[CH:10]=[C:9]([C:31]#[C:32]C)[C:8]2=[O:34])[CH2:3][CH2:2]1.C([Si](C)(C)C)#C.C(=O)([O-])[O-].[K+].[K+]. The catalyst is C(N(CC)CC)C.Cl[Pd](Cl)([P](C1C=CC=CC=1)(C1C=CC=CC=1)C1C=CC=CC=1)[P](C1C=CC=CC=1)(C1C=CC=CC=1)C1C=CC=CC=1.[Cu]I. The product is [CH:1]1([C:4]2[CH:38]=[CH:37][CH:36]=[C:35]([F:39])[C:5]=2[CH2:6][N:7]2[C:12]3[N:13]=[C:14]([NH:17][C:18]4[CH:19]=[CH:20][C:21]([N:24]5[CH2:29][CH2:28][N:27]([CH3:30])[CH2:26][CH2:25]5)=[CH:22][CH:23]=4)[N:15]=[CH:16][C:11]=3[CH:10]=[C:9]([C:31]#[CH:32])[C:8]2=[O:34])[CH2:2][CH2:3]1. The yield is 0.170. (2) The reactants are [Br:1][C:2]1[CH:11]=[CH:10][CH:9]=[C:8]2[C:3]=1[CH:4]=[CH:5][CH:6]=[C:7]2[C:12]([O:14]CC(C)C)=O.[F:19][C:20]1[CH:25]=[CH:24][C:23]([Mg]Br)=[CH:22][CH:21]=1.CCOCC.Cl. The catalyst is C1COCC1. The product is [Br:1][C:2]1[CH:11]=[CH:10][CH:9]=[C:8]2[C:3]=1[CH:4]=[CH:5][CH:6]=[C:7]2[C:12]([C:23]1[CH:24]=[CH:25][C:20]([F:19])=[CH:21][CH:22]=1)=[O:14]. The yield is 0.830. (3) The reactants are C(OC([N:8]1[CH2:12][CH2:11][CH:10]([C:13]2[CH:14]=[N:15][CH:16]=[C:17]([N:19]3[C:27](=[O:28])[C:26]4[C:21](=[CH:22][C:23]([Cl:29])=[CH:24][CH:25]=4)[C:20]3([CH3:31])[CH3:30])[CH:18]=2)[CH2:9]1)=O)(C)(C)C.C(O)(C(F)(F)F)=O.[CH2:39]([S:41](Cl)(=[O:43])=[O:42])[CH3:40]. The catalyst is C(Cl)Cl. The product is [Cl:29][C:23]1[CH:22]=[C:21]2[C:26](=[CH:25][CH:24]=1)[C:27](=[O:28])[N:19]([C:17]1[CH:16]=[N:15][CH:14]=[C:13]([CH:10]3[CH2:11][CH2:12][N:8]([S:41]([CH2:39][CH3:40])(=[O:43])=[O:42])[CH2:9]3)[CH:18]=1)[C:20]2([CH3:31])[CH3:30]. The yield is 0.180. (4) The reactants are [CH3:1][C:2]1([CH3:31])[CH2:7][CH2:6][C:5]([C:8]2[CH:13]=[C:12]([C:14]3([OH:20])[CH2:19][CH2:18][O:17][CH2:16][CH2:15]3)[CH:11]=[CH:10][C:9]=2[NH:21][C:22]([C:24]2[NH:25][C:26]([C:29]#[N:30])=[CH:27][N:28]=2)=[O:23])=[CH:4][CH2:3]1.[CH3:32][N:33]([CH3:37])[CH2:34][CH2:35]O.[C:38]([OH:44])([C:40]([F:43])([F:42])[F:41])=[O:39]. The catalyst is C(Cl)Cl. The product is [F:41][C:40]([F:43])([F:42])[C:38]([OH:44])=[O:39].[CH3:32][N:33]([CH3:37])[CH2:34][CH2:35][O:20][C:14]1([C:12]2[CH:11]=[CH:10][C:9]([NH:21][C:22]([C:24]3[NH:25][C:26]([C:29]#[N:30])=[CH:27][N:28]=3)=[O:23])=[C:8]([C:5]3[CH2:6][CH2:7][C:2]([CH3:31])([CH3:1])[CH2:3][CH:4]=3)[CH:13]=2)[CH2:19][CH2:18][O:17][CH2:16][CH2:15]1. The yield is 0.200. (5) The reactants are [Br:1][C:2]1[C:8]([F:9])=[CH:7][CH:6]=[CH:5][C:3]=1[NH2:4].[C:10](Cl)(=[O:14])[CH2:11][CH2:12][CH3:13].N1C=CC=CC=1.O. The catalyst is C(Cl)Cl. The product is [Br:1][C:2]1[C:8]([F:9])=[CH:7][CH:6]=[CH:5][C:3]=1[NH:4][C:10](=[O:14])[CH2:11][CH2:12][CH3:13]. The yield is 0.730.